This data is from Retrosynthesis with 50K atom-mapped reactions and 10 reaction types from USPTO. The task is: Predict the reactants needed to synthesize the given product. (1) Given the product Clc1nccc(-n2ccnc2)n1, predict the reactants needed to synthesize it. The reactants are: Clc1ccnc(Cl)n1.c1c[nH]cn1. (2) Given the product c1ccc(-c2cccc3c2oc2ccccc23)nc1, predict the reactants needed to synthesize it. The reactants are: Clc1ccccn1.OB(O)c1cccc2c1oc1ccccc12.